Dataset: Forward reaction prediction with 1.9M reactions from USPTO patents (1976-2016). Task: Predict the product of the given reaction. (1) Given the reactants [CH3:1][N:2]([CH3:15])[CH2:3][CH2:4][N:5]([CH3:14])[CH2:6][C:7]([O:9]C(C)(C)C)=[O:8].[ClH:16], predict the reaction product. The product is: [CH3:1][N:2]([CH3:15])[CH2:3][CH2:4][N:5]([CH3:14])[CH2:6][C:7]([OH:9])=[O:8].[ClH:16]. (2) Given the reactants [Cl:1][C:2]1[C:3]([Cl:12])=[C:4]([CH:9]=[CH:10][N:11]=1)[C:5](NC)=[O:6].N([NH-])=O.[BH4-].[Na+], predict the reaction product. The product is: [Cl:1][C:2]1[C:3]([Cl:12])=[C:4]([CH2:5][OH:6])[CH:9]=[CH:10][N:11]=1. (3) The product is: [N+:9]([O-:12])([OH:11])=[O:10].[F:1][C:2]1[CH:8]=[CH:7][C:5]([NH:6][C:14]([NH2:15])=[NH:13])=[CH:4][CH:3]=1. Given the reactants [F:1][C:2]1[CH:8]=[CH:7][C:5]([NH2:6])=[CH:4][CH:3]=1.[N+:9]([O-:12])([OH:11])=[O:10].[N:13]#[C:14][NH2:15], predict the reaction product.